This data is from Forward reaction prediction with 1.9M reactions from USPTO patents (1976-2016). The task is: Predict the product of the given reaction. Given the reactants [C:1]([O:5][C:6](CNCCCC(O)=O)=[O:7])([CH3:4])([CH3:3])[CH3:2].F[P-](F)(F)(F)(F)F.CN(C(=[N+](C)C)[O:27]N1C2=NC=CC=C2N=N1)C.[CH:40]([N:43]([CH2:47][CH3:48])[CH:44]([CH3:46])C)([CH3:42])C.[NH:49]1[CH2:53][CH2:52]C[CH2:50]1, predict the reaction product. The product is: [CH3:50][N:49]([CH2:53][CH2:52][CH2:48][C:47](=[O:27])[N:43]1[CH2:40][CH2:42][CH2:46][CH2:44]1)[C:6](=[O:7])[O:5][C:1]([CH3:2])([CH3:3])[CH3:4].